This data is from Forward reaction prediction with 1.9M reactions from USPTO patents (1976-2016). The task is: Predict the product of the given reaction. (1) The product is: [C:1]([O:5][C:6]([NH:8][C@@H:9]([C:13]([CH3:16])([CH3:15])[CH3:14])[C:10]([O:12][CH2:27][C:28]([C:30]1[CH:35]=[CH:34][C:33]([Br:36])=[CH:32][CH:31]=1)=[O:29])=[O:11])=[O:7])([CH3:4])([CH3:3])[CH3:2]. Given the reactants [C:1]([O:5][C:6]([NH:8][C@@H:9]([C:13]([CH3:16])([CH3:15])[CH3:14])[C:10]([OH:12])=[O:11])=[O:7])([CH3:4])([CH3:3])[CH3:2].CCN(C(C)C)C(C)C.Br[CH2:27][C:28]([C:30]1[CH:35]=[CH:34][C:33]([Br:36])=[CH:32][CH:31]=1)=[O:29], predict the reaction product. (2) Given the reactants [H-].[Na+].O1CCCC1.[CH2:8]([O:10][C:11](=[O:19])[CH2:12][C:13](=[O:18])[CH2:14][C:15](=[O:17])[CH3:16])[CH3:9].[CH:20]1([C:23]2[C:32]([CH:33]=O)=[C:31]([C:35]3[CH:40]=[CH:39][C:38]([F:41])=[CH:37][CH:36]=3)[C:30]3[C:25](=[CH:26][CH:27]=[CH:28][CH:29]=3)[N:24]=2)[CH2:22][CH2:21]1, predict the reaction product. The product is: [CH2:8]([O:10][C:11](=[O:19])[CH2:12][C:13](=[O:18])[CH2:14][C:15](=[O:17])/[CH:16]=[CH:33]/[C:32]1[C:23]([CH:20]2[CH2:21][CH2:22]2)=[N:24][C:25]2[C:30]([C:31]=1[C:35]1[CH:40]=[CH:39][C:38]([F:41])=[CH:37][CH:36]=1)=[CH:29][CH:28]=[CH:27][CH:26]=2)[CH3:9].